Dataset: Forward reaction prediction with 1.9M reactions from USPTO patents (1976-2016). Task: Predict the product of the given reaction. (1) Given the reactants [Cl:1][C:2]1[CH:10]=[CH:9][C:5]([C:6]([OH:8])=O)=[CH:4][C:3]=1[CH3:11].[CH3:12][CH2:13][CH2:14][CH:15]([NH2:19])[CH2:16][CH2:17][CH3:18], predict the reaction product. The product is: [Cl:1][C:2]1[CH:10]=[CH:9][C:5]([C:6]([NH:19][CH:15]([CH2:16][CH2:17][CH3:18])[CH2:14][CH2:13][CH3:12])=[O:8])=[CH:4][C:3]=1[CH3:11]. (2) The product is: [CH3:17][O:16][C:11]1[CH:12]=[C:13]2[C:8](=[CH:9][CH:10]=1)[CH2:7][CH:6]([C:2]1([CH3:5])[CH2:3][O:4][C:26](=[O:28])[NH:1]1)[CH2:15][CH2:14]2. Given the reactants [NH2:1][C:2]([CH:6]1[CH2:15][CH2:14][C:13]2[C:8](=[CH:9][CH:10]=[C:11]([O:16][CH3:17])[CH:12]=2)[CH2:7]1)([CH3:5])[CH2:3][OH:4].C(N(CC)CC)C.Cl[C:26](Cl)([O:28]C(=O)OC(Cl)(Cl)Cl)Cl, predict the reaction product. (3) Given the reactants Br[C:2]1[C:3]2[C:4]3[CH:17]=[CH:16][S:15][C:5]=3[C:6](=[O:14])[NH:7][C:8]=2[CH:9]=[CH:10][C:11]=1[O:12][CH3:13].[CH:18]1([CH:23]([C:33]2[CH:38]=[CH:37][C:36](B3OC(C)(C)C(C)(C)O3)=[CH:35][CH:34]=2)[CH2:24][NH:25][C:26](=[O:32])[O:27][C:28]([CH3:31])([CH3:30])[CH3:29])[CH2:22][CH2:21][CH2:20][CH2:19]1, predict the reaction product. The product is: [CH:18]1([CH:23]([C:33]2[CH:38]=[CH:37][C:36]([C:2]3[C:3]4[C:4]5[CH:17]=[CH:16][S:15][C:5]=5[C:6](=[O:14])[NH:7][C:8]=4[CH:9]=[CH:10][C:11]=3[O:12][CH3:13])=[CH:35][CH:34]=2)[CH2:24][NH:25][C:26](=[O:32])[O:27][C:28]([CH3:31])([CH3:30])[CH3:29])[CH2:22][CH2:21][CH2:20][CH2:19]1. (4) The product is: [Cl:18][C:15]1[CH:16]=[CH:17][C:12]([C:10]2[C:9]3[C:4](=[CH:5][CH:6]=[CH:7][CH:8]=3)[C:3](=[O:19])[N:2]([NH:1][C:28](=[O:29])[CH2:27][C:24]3[CH:25]=[CH:26][C:21]([CH3:20])=[CH:22][CH:23]=3)[N:11]=2)=[CH:13][CH:14]=1. Given the reactants [NH2:1][N:2]1[N:11]=[C:10]([C:12]2[CH:17]=[CH:16][C:15]([Cl:18])=[CH:14][CH:13]=2)[C:9]2[C:4](=[CH:5][CH:6]=[CH:7][CH:8]=2)[C:3]1=[O:19].[CH3:20][C:21]1[CH:26]=[CH:25][C:24]([CH2:27][C:28](O)=[O:29])=[CH:23][CH:22]=1, predict the reaction product. (5) Given the reactants [OH-].[Na+].[NH2:3][C:4]1[CH:5]=[CH:6][C:7]([Br:10])=[N:8][CH:9]=1.Cl[C:12]([O:14][C:15]([CH3:17])=[CH2:16])=[O:13], predict the reaction product. The product is: [C:15]([O:14][C:12](=[O:13])[NH:3][C:4]1[CH:9]=[N:8][C:7]([Br:10])=[CH:6][CH:5]=1)([CH3:17])=[CH2:16]. (6) Given the reactants [CH3:1][S:2][C:3]1[C:7]([C:8]#[N:9])=[C:6]([NH:10][C:11]2[CH:16]=[CH:15][N:14]=[CH:13][CH:12]=2)[S:5][N:4]=1.[OH-:17].[Na+], predict the reaction product. The product is: [CH3:1][S:2][C:3]1[C:7]([C:8]([NH2:9])=[O:17])=[C:6]([NH:10][C:11]2[CH:16]=[CH:15][N:14]=[CH:13][CH:12]=2)[S:5][N:4]=1. (7) Given the reactants [CH3:1][NH:2][CH2:3][CH2:4][C:5]([N:7]1[CH2:16][CH2:15][C:14]2[C:9](=[CH:10][C:11]([O:19][CH3:20])=[C:12]([O:17][CH3:18])[CH:13]=2)[C:8]21[CH2:25][CH2:24][CH:23]([C:26]([N:28]1[CH2:33][CH2:32][N:31]([C:34]3[N:35](CC4C=CC=CC=4)[CH:36]=[CH:37][N:38]=3)[CH2:30][CH2:29]1)=[O:27])[CH2:22][CH:21]2[CH:46]1[C:55]2[C:50](=[CH:51][C:52]([O:58][CH3:59])=[C:53]([O:56][CH3:57])[CH:54]=2)[CH2:49][CH2:48][N:47]1[CH2:60][CH3:61])=[O:6].C([O-])=O.[NH4+], predict the reaction product. The product is: [CH3:1][NH:2][CH2:3][CH2:4][C:5]([N:7]1[CH2:16][CH2:15][C:14]2[C:9](=[CH:10][C:11]([O:19][CH3:20])=[C:12]([O:17][CH3:18])[CH:13]=2)[C:8]21[CH2:25][CH2:24][CH:23]([C:26]([N:28]1[CH2:33][CH2:32][N:31]([C:34]3[NH:38][CH:37]=[CH:36][N:35]=3)[CH2:30][CH2:29]1)=[O:27])[CH2:22][CH:21]2[CH:46]1[C:55]2[C:50](=[CH:51][C:52]([O:58][CH3:59])=[C:53]([O:56][CH3:57])[CH:54]=2)[CH2:49][CH2:48][N:47]1[CH2:60][CH3:61])=[O:6].